Dataset: Forward reaction prediction with 1.9M reactions from USPTO patents (1976-2016). Task: Predict the product of the given reaction. (1) The product is: [F:1][C:2]1[CH:3]=[C:4]([O:15][C:16]2[C:21]3[CH2:22][C:23]([CH3:26])([CH3:25])[O:24][C:20]=3[CH:19]=[C:18]([C:27]([NH:30][C:31]3[CH:35]=[CH:34][N:33]([CH3:36])[N:32]=3)=[O:29])[CH:17]=2)[CH:5]=[N:6][C:7]=1[C:8]([N:10]1[CH2:11][CH:12]([F:14])[CH2:13]1)=[O:9]. Given the reactants [F:1][C:2]1[CH:3]=[C:4]([O:15][C:16]2[C:21]3[CH2:22][C:23]([CH3:26])([CH3:25])[O:24][C:20]=3[CH:19]=[C:18]([C:27]([OH:29])=O)[CH:17]=2)[CH:5]=[N:6][C:7]=1[C:8]([N:10]1[CH2:13][CH:12]([F:14])[CH2:11]1)=[O:9].[NH2:30][C:31]1[CH:35]=[CH:34][N:33]([CH3:36])[N:32]=1.C(N(CC)CC)C.CN(C(ON1N=NC2C=CC=NC1=2)=[N+](C)C)C.F[P-](F)(F)(F)(F)F, predict the reaction product. (2) Given the reactants [Cl:1][C:2]1[N:7]=[CH:6][C:5]([CH:8]2[O:12][C:11](=[O:13])[NH:10][CH:9]2[CH2:14][C:15]2[CH:20]=[CH:19][C:18]([C:21]([F:24])([F:23])[F:22])=[CH:17][CH:16]=2)=[CH:4][CH:3]=1.[C:25]([O:29][C:30](O[C:30]([O:29][C:25]([CH3:28])([CH3:27])[CH3:26])=[O:31])=[O:31])([CH3:28])([CH3:27])[CH3:26], predict the reaction product. The product is: [Cl:1][C:2]1[N:7]=[CH:6][C:5]([CH:8]2[O:12][C:11](=[O:13])[N:10]([C:30]([O:29][C:25]([CH3:28])([CH3:27])[CH3:26])=[O:31])[CH:9]2[CH2:14][C:15]2[CH:20]=[CH:19][C:18]([C:21]([F:23])([F:24])[F:22])=[CH:17][CH:16]=2)=[CH:4][CH:3]=1. (3) Given the reactants [OH:1][CH2:2][CH:3]1[CH2:8][CH2:7][N:6]([C:9]([O:11][C:12]([CH3:15])([CH3:14])[CH3:13])=[O:10])[CH2:5][CH2:4]1.[H-].[Na+].Cl[C:19]1[C:28]2[C:23](=[CH:24][CH:25]=[CH:26][CH:27]=2)[N:22]=[C:21]([CH3:29])[CH:20]=1.[F-].[K+], predict the reaction product. The product is: [CH3:29][C:21]1[CH:20]=[C:19]([O:1][CH2:2][CH:3]2[CH2:4][CH2:5][NH:6][CH2:7][CH2:8]2)[C:28]2[C:23](=[CH:24][CH:25]=[CH:26][CH:27]=2)[N:22]=1.[CH3:29][C:21]1[CH:20]=[C:19]([O:1][CH2:2][CH:3]2[CH2:8][CH2:7][N:6]([C:9]([O:11][C:12]([CH3:15])([CH3:14])[CH3:13])=[O:10])[CH2:5][CH2:4]2)[C:28]2[C:23](=[CH:24][CH:25]=[CH:26][CH:27]=2)[N:22]=1. (4) Given the reactants C([O:3][C:4]([C:6]1[CH:11]=[CH:10][C:9]([O:12][CH2:13][C:14]2[C:15]([C:21]3[CH:26]=[CH:25][C:24]([F:27])=[CH:23][CH:22]=3)=[N:16][O:17][C:18]=2[CH2:19][OH:20])=[CH:8][N:7]=1)=O)C.[CH:28]1([NH2:31])[CH2:30][CH2:29]1, predict the reaction product. The product is: [CH:28]1([NH:31][C:4]([C:6]2[CH:11]=[CH:10][C:9]([O:12][CH2:13][C:14]3[C:15]([C:21]4[CH:22]=[CH:23][C:24]([F:27])=[CH:25][CH:26]=4)=[N:16][O:17][C:18]=3[CH2:19][OH:20])=[CH:8][N:7]=2)=[O:3])[CH2:30][CH2:29]1. (5) Given the reactants [NH2:1][C:2]1[N:3]([CH3:26])[C:4](=[O:25])[C:5]([C:14]2[CH:15]=[C:16]([CH:23]=[O:24])[N:17]([CH2:19][CH2:20][CH2:21][F:22])[CH:18]=2)([C:7]2[CH:12]=[CH:11][CH:10]=[C:9](Br)[CH:8]=2)[N:6]=1.[C:27]1([C:33]#[C:34]B(O)O)[CH:32]=[CH:31][CH:30]=[CH:29][CH:28]=1, predict the reaction product. The product is: [NH2:1][C:2]1[N:3]([CH3:26])[C:4](=[O:25])[C:5]([C:14]2[CH:15]=[C:16]([CH:23]=[O:24])[N:17]([CH2:19][CH2:20][CH2:21][F:22])[CH:18]=2)([C:7]2[CH:12]=[CH:11][CH:10]=[C:9]([C:34]#[C:33][C:27]3[CH:32]=[CH:31][CH:30]=[CH:29][CH:28]=3)[CH:8]=2)[N:6]=1. (6) Given the reactants O.[CH3:2][N:3]1[C:17]2[C:12](=[CH:13][CH:14]=[CH:15][CH:16]=2)[C:5]([CH2:6][C@@H:7]([C:9]([OH:11])=[O:10])[NH2:8])=[CH:4]1.C(=O)([O-])O.[Na+].[C:23]([C:25](=[CH:36][C:37]1[CH:42]=[CH:41][CH:40]=[CH:39][C:38]=1[F:43])[C:26](ON1C(=O)CCC1=O)=[O:27])#[N:24], predict the reaction product. The product is: [C:23]([C:25](=[CH:36][C:37]1[CH:42]=[CH:41][CH:40]=[CH:39][C:38]=1[F:43])[C:26]([NH:8][C@H:7]([C:9]([OH:11])=[O:10])[CH2:6][C:5]1[C:12]2[C:17](=[CH:16][CH:15]=[CH:14][CH:13]=2)[N:3]([CH3:2])[CH:4]=1)=[O:27])#[N:24]. (7) The product is: [CH:18]1([C:21]([N:23]2[CH2:28][CH2:27][CH:26]([N:1]3[CH2:6][CH2:5][CH:4]([N:7]4[C@@H:16]5[C@H:11]([CH2:12][CH2:13][CH2:14][CH2:15]5)[CH2:10][NH:9][C:8]4=[O:17])[CH2:3][CH2:2]3)[CH2:25][CH2:24]2)=[O:22])[CH2:19][CH2:20]1. Given the reactants [NH:1]1[CH2:6][CH2:5][CH:4]([N:7]2[C@@H:16]3[C@H:11]([CH2:12][CH2:13][CH2:14][CH2:15]3)[CH2:10][NH:9][C:8]2=[O:17])[CH2:3][CH2:2]1.[CH:18]1([C:21]([N:23]2[CH2:28][CH2:27][C:26](=O)[CH2:25][CH2:24]2)=[O:22])[CH2:20][CH2:19]1, predict the reaction product. (8) Given the reactants [CH2:1]([P:3]([OH:10])([CH2:5][CH2:6][C:7]([OH:9])=[O:8])=[O:4])[CH3:2].[OH-].[Na+:12], predict the reaction product. The product is: [Na+:12].[CH2:1]([P:3]([OH:10])([CH2:5][CH2:6][C:7]([O-:9])=[O:8])=[O:4])[CH3:2].